This data is from Forward reaction prediction with 1.9M reactions from USPTO patents (1976-2016). The task is: Predict the product of the given reaction. (1) The product is: [C:15]([O:14][C:12]([N:6]1[C@H:7]([C:9]([OH:11])=[O:10])[CH2:8][C:4]2([CH2:3][CH2:2]2)[CH2:5]1)=[O:13])([CH3:18])([CH3:16])[CH3:17]. Given the reactants Br[C:2]1(Br)[C:4]2([CH2:8][C@@H:7]([C:9]([OH:11])=[O:10])[N:6]([C:12]([O:14][C:15]([CH3:18])([CH3:17])[CH3:16])=[O:13])[CH2:5]2)[CH2:3]1.C[Si]([SiH]([Si](C)(C)C)[Si](C)(C)C)(C)C.CC(N=NC(C#N)(C)C)(C#N)C, predict the reaction product. (2) Given the reactants [Cl:1][C:2]1[CH:7]=[CH:6][C:5]([CH:8]([C:23]2[CH:28]=[CH:27][C:26]([S:29]([CH3:32])(=[O:31])=[O:30])=[CH:25][CH:24]=2)[CH2:9][C:10]([C:12]2[CH:13]=[CH:14][C:15](=[O:22])[N:16]([CH2:18][C:19]([NH2:21])=[O:20])[CH:17]=2)=O)=[C:4]([CH3:33])[CH:3]=1.Cl.[NH2:35][OH:36].C(=O)([O-])O.[Na+], predict the reaction product. The product is: [Cl:1][C:2]1[CH:7]=[CH:6][C:5]([CH:8]([C:23]2[CH:28]=[CH:27][C:26]([S:29]([CH3:32])(=[O:30])=[O:31])=[CH:25][CH:24]=2)[CH2:9]/[C:10](/[C:12]2[CH:13]=[CH:14][C:15](=[O:22])[N:16]([CH2:18][C:19]([NH2:21])=[O:20])[CH:17]=2)=[N:35]\[OH:36])=[C:4]([CH3:33])[CH:3]=1. (3) Given the reactants [CH3:1][C:2]1[NH:3][C:4]2[C:9]([CH:10]=1)=[C:8]([C:11]([F:14])([F:13])[F:12])[C:7]([C:15]#[N:16])=[CH:6][CH:5]=2.[F:17][C:18]([F:37])([F:36])[C:19]1[CH:20]=[C:21]([C:29]2[O:33][N:32]=[C:31]([CH2:34]Cl)[N:30]=2)[CH:22]=[C:23]([C:25]([F:28])([F:27])[F:26])[CH:24]=1, predict the reaction product. The product is: [F:37][C:18]([F:17])([F:36])[C:19]1[CH:20]=[C:21]([C:29]2[O:33][N:32]=[C:31]([CH2:34][N:3]3[C:4]4[C:9](=[C:8]([C:11]([F:12])([F:14])[F:13])[C:7]([C:15]#[N:16])=[CH:6][CH:5]=4)[CH:10]=[C:2]3[CH3:1])[N:30]=2)[CH:22]=[C:23]([C:25]([F:27])([F:26])[F:28])[CH:24]=1. (4) Given the reactants [Br:1][C:2]1[C:3](=[O:35])[N:4]([CH2:19][C@@H:20]([C:29]2[CH:34]=[CH:33][CH:32]=[CH:31][CH:30]=2)[CH2:21][O:22]C2CCCCO2)[C:5](=[O:18])[N:6]([CH2:9][C:10]2[C:15]([F:16])=[CH:14][CH:13]=[CH:12][C:11]=2[F:17])[C:7]=1[CH3:8].Cl, predict the reaction product. The product is: [Br:1][C:2]1[C:3](=[O:35])[N:4]([CH2:19][C@@H:20]([C:29]2[CH:30]=[CH:31][CH:32]=[CH:33][CH:34]=2)[CH2:21][OH:22])[C:5](=[O:18])[N:6]([CH2:9][C:10]2[C:15]([F:16])=[CH:14][CH:13]=[CH:12][C:11]=2[F:17])[C:7]=1[CH3:8]. (5) Given the reactants [CH3:1][O:2][C:3]1[C:8]([CH3:9])=[CH:7][N:6]=[C:5]([CH2:10][OH:11])[CH:4]=1, predict the reaction product. The product is: [CH3:1][O:2][C:3]1[C:8]([CH3:9])=[CH:7][N:6]=[C:5]([CH:10]=[O:11])[CH:4]=1.